From a dataset of Forward reaction prediction with 1.9M reactions from USPTO patents (1976-2016). Predict the product of the given reaction. (1) Given the reactants C1([C@H]2OC(=O)N[C@@H]2[C:13]2[CH:18]=[CH:17][N:16]=[C:15]([C:19]#[C:20]C3C=CC=CN=3)[CH:14]=2)C=CC=CC=1.Br[C:28]1[CH:29]=[C:30]([C@@H:34]2[C@@H:38]([C:39]3[CH:44]=[CH:43][CH:42]=[C:41]([F:45])[CH:40]=3)[O:37][C:36](=[O:46])[NH:35]2)[CH:31]=[N:32][CH:33]=1.C[Si](C#CC1C=CC=CN=1)(C)C, predict the reaction product. The product is: [F:45][C:41]1[CH:40]=[C:39]([C@H:38]2[O:37][C:36](=[O:46])[NH:35][C@@H:34]2[C:30]2[CH:31]=[N:32][CH:33]=[C:28]([C:20]#[C:19][C:15]3[CH:14]=[CH:13][CH:18]=[CH:17][N:16]=3)[CH:29]=2)[CH:44]=[CH:43][CH:42]=1. (2) The product is: [O:22]1[C:21]2[CH:25]=[CH:26][C:18]([C:16]3[N:17]=[C:12]([C:57]4[CH:62]=[CH:61][CH:60]=[CH:59][C:58]=4[CH3:63])[C:13]4[CH2:30][N:29]([C:31]([NH:33][C:34]5[CH:39]=[CH:38][CH:37]=[C:36]([CH2:40][CH3:41])[CH:35]=5)=[O:32])[CH2:28][CH2:27][C:14]=4[N:15]=3)=[CH:19][C:20]=2[O:24][CH2:23]1. Given the reactants CC1C=CC(S(O[C:12]2[C:13]3[CH2:30][N:29]([C:31]([NH:33][C:34]4[CH:39]=[CH:38][CH:37]=[C:36]([CH2:40][CH3:41])[CH:35]=4)=[O:32])[CH2:28][CH2:27][C:14]=3[N:15]=[C:16]([C:18]3[CH:26]=[CH:25][C:21]4[O:22][CH2:23][O:24][C:20]=4[CH:19]=3)[N:17]=2)(=O)=O)=CC=1.P([O-])([O-])([O-])=O.[K+].[K+].[K+].C1(P(C2CCCCC2)[C:57]2[CH:62]=[CH:61][CH:60]=[CH:59][C:58]=2[C:63]2C=CC=CC=2)CCCCC1.CC1C=CC=CC=1B(O)O.[OH-].[K+].[O-]S([O-])(=O)=O.[Na+].[Na+], predict the reaction product. (3) Given the reactants C([O-])(O)=O.[Na+].[CH2:6]([O:13][C:14]([N:16]1[CH2:21][CH2:20][NH:19][CH:18]([C:22]([OH:24])=[O:23])[CH2:17]1)=[O:15])[C:7]1[CH:12]=[CH:11][CH:10]=[CH:9][CH:8]=1.[C:25](O[C:25]([O:27][C:28]([CH3:31])([CH3:30])[CH3:29])=[O:26])([O:27][C:28]([CH3:31])([CH3:30])[CH3:29])=[O:26].Cl, predict the reaction product. The product is: [C:28]([O:27][C:25]([N:19]1[CH2:20][CH2:21][N:16]([C:14]([O:13][CH2:6][C:7]2[CH:12]=[CH:11][CH:10]=[CH:9][CH:8]=2)=[O:15])[CH2:17][CH:18]1[C:22]([OH:24])=[O:23])=[O:26])([CH3:31])([CH3:30])[CH3:29]. (4) Given the reactants [CH2:1]([O:8][C:9]1[CH:14]=[CH:13][C:12]([F:15])=[CH:11][C:10]=1[CH:16](OS(C)(=O)=O)[C:17]1[CH:28]=[CH:27][CH:26]=[CH:25][C:18]=1[CH2:19]OS(C)(=O)=O)[C:2]1[CH:7]=[CH:6][CH:5]=[CH:4][CH:3]=1.[CH2:34]([NH2:41])[C:35]1[CH:40]=[CH:39][CH:38]=[CH:37][CH:36]=1.CCN(C(C)C)C(C)C, predict the reaction product. The product is: [CH2:34]([N:41]1[CH2:19][C:18]2[C:17](=[CH:28][CH:27]=[CH:26][CH:25]=2)[CH:16]1[C:10]1[CH:11]=[C:12]([F:15])[CH:13]=[CH:14][C:9]=1[O:8][CH2:1][C:2]1[CH:7]=[CH:6][CH:5]=[CH:4][CH:3]=1)[C:35]1[CH:40]=[CH:39][CH:38]=[CH:37][CH:36]=1.